From a dataset of Full USPTO retrosynthesis dataset with 1.9M reactions from patents (1976-2016). Predict the reactants needed to synthesize the given product. (1) Given the product [OH:33][NH:32][C:28]([C:26]1[CH:25]=[CH:24][C:17]2[N:18]([CH2:19][CH2:20][CH:21]([CH3:23])[CH3:22])[C:14]([CH2:13][N:6]3[C:7]4[CH:12]=[CH:11][CH:10]=[CH:9][C:8]=4[N:4]([CH:1]([CH3:2])[CH3:3])[C:5]3=[O:30])=[N:15][C:16]=2[CH:27]=1)=[NH:29], predict the reactants needed to synthesize it. The reactants are: [CH:1]([N:4]1[C:8]2[CH:9]=[CH:10][CH:11]=[CH:12][C:7]=2[N:6]([CH2:13][C:14]2[N:18]([CH2:19][CH2:20][CH:21]([CH3:23])[CH3:22])[C:17]3[CH:24]=[CH:25][C:26]([C:28]#[N:29])=[CH:27][C:16]=3[N:15]=2)[C:5]1=[O:30])([CH3:3])[CH3:2].Cl.[NH2:32][OH:33].C(=O)([O-])[O-].[K+].[K+]. (2) Given the product [CH:32]1([C@H:30]([C:25]2[CH:26]=[CH:27][CH:28]=[CH:29][C:24]=2[CH3:23])[OH:31])[CH2:33][CH2:34]1, predict the reactants needed to synthesize it. The reactants are: C1([C@H](N)[C@H](C2C=CC=CC=2)N)C=CC=CC=1.CC(C)([O-])C.[K+].[CH3:23][C:24]1[CH:29]=[CH:28][CH:27]=[CH:26][C:25]=1[C:30]([CH:32]1[CH2:34][CH2:33]1)=[O:31]. (3) Given the product [OH:32][CH2:31][C@H:12]1[O:11][C@@:10]2([CH2:48][CH2:47][C:46]3[C:41](=[CH:42][CH:43]=[C:44]([O:49][CH3:50])[CH:45]=3)[O:40]2)[C@@H:9]([OH:8])[C@@H:14]([OH:15])[C@@H:13]1[OH:23], predict the reactants needed to synthesize it. The reactants are: C([O:8][C@H:9]1[C@@H:14]([O:15]CC2C=CC=CC=2)[C@H:13]([O:23]CC2C=CC=CC=2)[C@@H:12]([CH2:31][O:32]CC2C=CC=CC=2)[O:11][C@:10]21[CH2:48][CH2:47][C:46]1[C:41](=[CH:42][CH:43]=[C:44]([O:49][CH3:50])[CH:45]=1)[O:40]2)C1C=CC=CC=1.CC(O)=O. (4) Given the product [F:34][C:23]1[CH:22]=[C:21]([C:16]23[CH2:17][CH2:18][C:13]([CH2:12][I:35])([CH2:20][CH2:19]2)[CH2:14][O:15]3)[CH:26]=[C:25]([O:27][CH:28]2[CH2:33][CH2:32][CH2:31][CH2:30][O:29]2)[CH:24]=1, predict the reactants needed to synthesize it. The reactants are: CC1C=CC(S(O[CH2:12][C:13]23[CH2:20][CH2:19][C:16]([C:21]4[CH:26]=[C:25]([O:27][CH:28]5[CH2:33][CH2:32][CH2:31][CH2:30][O:29]5)[CH:24]=[C:23]([F:34])[CH:22]=4)([CH2:17][CH2:18]2)[O:15][CH2:14]3)(=O)=O)=CC=1.[I-:35].[Na+]. (5) Given the product [F:1][C:2]1[CH:3]=[C:4]([CH:30]=[CH:31][C:32]=1[O:33][CH3:34])[CH2:5][CH:6]1[C:15]2[C:10](=[CH:11][C:12]([O:18][CH3:19])=[C:13]([O:16][CH3:17])[CH:14]=2)[CH2:9][CH2:8][N:7]1[CH:20]([C:24]1[CH:25]=[CH:26][CH:27]=[CH:28][CH:29]=1)[C:21]([NH2:36])=[O:22], predict the reactants needed to synthesize it. The reactants are: [F:1][C:2]1[CH:3]=[C:4]([CH:30]=[CH:31][C:32]=1[O:33][CH3:34])[CH2:5][CH:6]1[C:15]2[C:10](=[CH:11][C:12]([O:18][CH3:19])=[C:13]([O:16][CH3:17])[CH:14]=2)[CH2:9][CH2:8][N:7]1[CH:20]([C:24]1[CH:29]=[CH:28][CH:27]=[CH:26][CH:25]=1)[C:21](O)=[O:22].[Br-].[NH4+:36]. (6) Given the product [F:1][C:2]1[CH:3]=[CH:4][C:5]([CH2:6][NH:7][CH2:8][CH3:9])=[CH:11][CH:12]=1, predict the reactants needed to synthesize it. The reactants are: [F:1][C:2]1[CH:12]=[CH:11][C:5]([CH2:6][NH:7][C:8](=O)[CH3:9])=[CH:4][CH:3]=1.B.Cl. (7) The reactants are: [CH3:1][O:2][C:3]1[CH:4]=[C:5]2[C:25](=[CH:26][CH:27]=1)[CH2:24][C:8]1[C:9]3[CH:15]=[CH:14][C:13]([O:16][S:17]([C:20]([F:23])([F:22])[F:21])(=[O:19])=[O:18])=[CH:12][C:10]=3[O:11][C:7]=1[C:6]2([CH3:29])[CH3:28].Cl([O-])=[O:31].[Na+].ON1C(=O)C2=CC=CC=C2C1=O.C(Cl)Cl. Given the product [CH3:1][O:2][C:3]1[CH:4]=[C:5]2[C:25](=[CH:26][CH:27]=1)[C:24](=[O:31])[C:8]1[C:9]3[CH:15]=[CH:14][C:13]([O:16][S:17]([C:20]([F:21])([F:23])[F:22])(=[O:18])=[O:19])=[CH:12][C:10]=3[O:11][C:7]=1[C:6]2([CH3:29])[CH3:28], predict the reactants needed to synthesize it. (8) Given the product [C:2]([C:4]1[O:8][N:7]=[C:6]([N:9]2[CH2:14][CH2:13][N:12]([C:15]([O:17][CH2:18][C:19]3[CH:24]=[CH:23][CH:22]=[CH:21][CH:20]=3)=[O:16])[CH2:11][CH2:10]2)[CH:5]=1)#[N:1], predict the reactants needed to synthesize it. The reactants are: [NH2:1][C:2]([C:4]1[O:8][N:7]=[C:6]([N:9]2[CH2:14][CH2:13][N:12]([C:15]([O:17][CH2:18][C:19]3[CH:24]=[CH:23][CH:22]=[CH:21][CH:20]=3)=[O:16])[CH2:11][CH2:10]2)[CH:5]=1)=O.C(N(CC)CC)C.C(OC(C(F)(F)F)=O)(C(F)(F)F)=O.